From a dataset of Forward reaction prediction with 1.9M reactions from USPTO patents (1976-2016). Predict the product of the given reaction. (1) Given the reactants [CH2:1]([O:3][C:4]1[CH:11]=[CH:10][C:7]([CH:8]=O)=[CH:6][CH:5]=1)[CH3:2].C1(P(C2C=CC=CC=2)(C2C=CC=CC=2)=[C:19]2[CH2:23][C:22](=[O:24])[NH:21][C:20]2=[O:25])C=CC=CC=1, predict the reaction product. The product is: [CH2:1]([O:3][C:4]1[CH:11]=[CH:10][C:7](/[CH:8]=[C:19]2/[C:20](=[O:25])[NH:21][C:22](=[O:24])[CH2:23]/2)=[CH:6][CH:5]=1)[CH3:2]. (2) Given the reactants F[C:2]1[CH:7]=[CH:6][C:5]([N+:8]([O-:10])=[O:9])=[CH:4][CH:3]=1.[CH3:11][N:12]1[CH2:17][CH2:16][NH:15][CH2:14][CH2:13]1, predict the reaction product. The product is: [CH3:11][N:12]1[CH2:17][CH2:16][N:15]([C:2]2[CH:7]=[CH:6][C:5]([N+:8]([O-:10])=[O:9])=[CH:4][CH:3]=2)[CH2:14][CH2:13]1. (3) Given the reactants [CH3:1][O:2][C:3]1[CH:8]=[CH:7][CH:6]=[CH:5][C:4]=1[CH2:9][NH:10][C:11]1[CH:16]=[CH:15][C:14]([CH2:17][CH2:18][CH2:19][CH2:20][CH2:21][CH2:22][CH2:23][CH3:24])=[CH:13][CH:12]=1.[CH:25]([C:28]1[CH:33]=[CH:32][CH:31]=[C:30]([CH:34]([CH3:36])[CH3:35])[C:29]=1[N:37]=[C:38]=[O:39])([CH3:27])[CH3:26], predict the reaction product. The product is: [CH:25]([C:28]1[CH:33]=[CH:32][CH:31]=[C:30]([CH:34]([CH3:35])[CH3:36])[C:29]=1[NH:37][C:38](=[O:39])[N:10]([CH2:9][C:4]1[CH:5]=[CH:6][CH:7]=[CH:8][C:3]=1[O:2][CH3:1])[C:11]1[CH:12]=[CH:13][C:14]([CH2:17][CH2:18][CH2:19][CH2:20][CH2:21][CH2:22][CH2:23][CH3:24])=[CH:15][CH:16]=1)([CH3:26])[CH3:27]. (4) Given the reactants [CH2:1]([C:4]1[CH:5]=[C:6]([OH:31])[CH:7]=[CH:8][C:9]=1[O:10][CH2:11][CH2:12][C:13]1[N:14]=[C:15]([C:19]2[CH:24]=[CH:23][C:22]([C:25]3[CH:30]=[CH:29][CH:28]=[CH:27][CH:26]=3)=[CH:21][CH:20]=2)[O:16][C:17]=1[CH3:18])[CH2:2][CH3:3].Br[C:33]([CH3:40])([CH3:39])[C:34]([O:36][CH2:37][CH3:38])=[O:35].C(=O)([O-])[O-].[Cs+].[Cs+], predict the reaction product. The product is: [CH2:37]([O:36][C:34](=[O:35])[C:33]([O:31][C:6]1[CH:7]=[CH:8][C:9]([O:10][CH2:11][CH2:12][C:13]2[N:14]=[C:15]([C:19]3[CH:20]=[CH:21][C:22]([C:25]4[CH:26]=[CH:27][CH:28]=[CH:29][CH:30]=4)=[CH:23][CH:24]=3)[O:16][C:17]=2[CH3:18])=[C:4]([CH2:1][CH2:2][CH3:3])[CH:5]=1)([CH3:40])[CH3:39])[CH3:38]. (5) Given the reactants [OH:1][C:2]1[CH:3]=[C:4]([C:8]#[C:9][C:10]2[CH:19]=[C:18]3[C:13]([C:14](=[O:29])[CH:15]=[C:16]([C:20]4[N:25]=[CH:24][N:23]5[CH:26]=[CH:27][CH:28]=[C:22]5[CH:21]=4)[O:17]3)=[CH:12][CH:11]=2)[CH:5]=[CH:6][CH:7]=1.Cl.Cl[CH2:32][CH2:33][CH2:34][N:35]([CH3:37])[CH3:36], predict the reaction product. The product is: [CH3:36][N:35]([CH3:37])[CH2:34][CH2:33][CH2:32][O:1][C:2]1[CH:3]=[C:4]([C:8]#[C:9][C:10]2[CH:19]=[C:18]3[C:13]([C:14](=[O:29])[CH:15]=[C:16]([C:20]4[N:25]=[CH:24][N:23]5[CH:26]=[CH:27][CH:28]=[C:22]5[CH:21]=4)[O:17]3)=[CH:12][CH:11]=2)[CH:5]=[CH:6][CH:7]=1. (6) Given the reactants [C:1]([C:3]1[CH:11]=[C:7]([C:8]([OH:10])=[O:9])[C:6]([OH:12])=[CH:5][CH:4]=1)#[N:2].C(OC(C(F)(F)F)=O)(C(F)(F)F)=O.[CH3:26][C:27]([CH3:29])=O, predict the reaction product. The product is: [CH3:26][C:27]1([CH3:29])[O:12][C:6]2[CH:5]=[CH:4][C:3]([C:1]#[N:2])=[CH:11][C:7]=2[C:8](=[O:10])[O:9]1.